This data is from Forward reaction prediction with 1.9M reactions from USPTO patents (1976-2016). The task is: Predict the product of the given reaction. (1) The product is: [CH3:12][O:11][C:4]1[CH:3]=[C:2]([NH:20][CH2:19][CH2:18][N:13]2[CH2:17][CH2:16][CH2:15][CH2:14]2)[CH:7]=[CH:6][C:5]=1[NH2:8]. Given the reactants F[C:2]1[CH:7]=[CH:6][C:5]([N+:8]([O-])=O)=[C:4]([O:11][CH3:12])[CH:3]=1.[N:13]1([CH2:18][CH2:19][NH2:20])[CH2:17][CH2:16][CH2:15][CH2:14]1.CCN(C(C)C)C(C)C, predict the reaction product. (2) Given the reactants [H-].[Na+].[Cl:3][C:4]1[S:5][C:6]([CH2:12][N:13]2[CH2:18][CH2:17][O:16][CH2:15][CH2:14]2)=[CH:7][C:8]=1[C:9](=[O:11])[CH3:10].[CH2:19]([O:21][C:22](=O)[O:23]CC)[CH3:20], predict the reaction product. The product is: [Cl:3][C:4]1[S:5][C:6]([CH2:12][N:13]2[CH2:18][CH2:17][O:16][CH2:15][CH2:14]2)=[CH:7][C:8]=1[C:9](=[O:11])[CH2:10][C:22]([O:21][CH2:19][CH3:20])=[O:23]. (3) Given the reactants [Cl:1][C:2]1[CH:3]=[CH:4][C:5]([NH:8][C:9](=[O:18])[C:10]2[CH:15]=[CH:14][C:13]([I:16])=[CH:12][C:11]=2[NH2:17])=[N:6][CH:7]=1.[CH3:19][S:20][C:21]1[CH:29]=[CH:28][C:24]([C:25](O)=[O:26])=[C:23]([O:30][CH:31]2[CH2:36][CH2:35][N:34]([C:37]([O:39][C:40]([CH3:43])([CH3:42])[CH3:41])=[O:38])[CH2:33][CH2:32]2)[CH:22]=1, predict the reaction product. The product is: [Cl:1][C:2]1[CH:3]=[CH:4][C:5]([NH:8][C:9](=[O:18])[C:10]2[CH:15]=[CH:14][C:13]([I:16])=[CH:12][C:11]=2[NH:17][C:25](=[O:26])[C:24]2[CH:28]=[CH:29][C:21]([S:20][CH3:19])=[CH:22][C:23]=2[O:30][CH:31]2[CH2:36][CH2:35][N:34]([C:37]([O:39][C:40]([CH3:42])([CH3:41])[CH3:43])=[O:38])[CH2:33][CH2:32]2)=[N:6][CH:7]=1. (4) Given the reactants [F:1][C:2]1[C:3]([NH:21][C:22]2[CH:23]=[C:24]([NH:28][C:29](=[O:32])[CH:30]=[CH2:31])[CH:25]=[CH:26][CH:27]=2)=[N:4][C:5]([NH:8][C:9]2[CH:14]=[CH:13][C:12]([O:15][CH2:16][CH2:17][O:18][CH3:19])=[C:11](O)[CH:10]=2)=[N:6][CH:7]=1.FC1C=CC([N+]([O-])=O)=C([OH:40])C=1, predict the reaction product. The product is: [F:1][C:2]1[C:3]([NH:21][C:22]2[CH:23]=[C:24]([NH:28][C:29](=[O:32])[CH:30]=[CH2:31])[CH:25]=[CH:26][CH:27]=2)=[N:4][C:5]([NH:8][C:9]2[CH:10]=[CH:11][C:12]([O:15][CH2:16][CH2:17][O:18][CH3:19])=[CH:13][C:14]=2[OH:40])=[N:6][CH:7]=1. (5) Given the reactants [OH:1][NH:2][C:3]([NH2:5])=[O:4].[CH3:6][CH:7]([CH3:15])[CH2:8][C:9](=O)[CH2:10][C:11](=O)[CH3:12].[Cl-:16].[NH4+], predict the reaction product. The product is: [ClH:16].[CH3:12][C:11]1[N:5]=[C:3]([OH:4])[N+:2]([O-:1])=[C:9]([CH2:8][CH:7]([CH3:15])[CH3:6])[CH:10]=1. (6) The product is: [Br:1][C:2]1[CH:3]=[C:4]([F:15])[CH:5]=[C:6]2[C:11]=1[N:10]=[C:16]([C:17]([OH:19])=[O:18])[CH:8]=[CH:7]2. Given the reactants [Br:1][C:2]1[CH:3]=[C:4]([F:15])[CH:5]=[C:6]2[C:11]=1[N:10]=C(C(Br)Br)[CH:8]=[CH:7]2.[CH3:16][CH2:17][OH:18].[OH2:19], predict the reaction product.